This data is from Full USPTO retrosynthesis dataset with 1.9M reactions from patents (1976-2016). The task is: Predict the reactants needed to synthesize the given product. (1) The reactants are: [Br:1][C:2]1[S:6][C:5]([C:7](=[O:11])[CH2:8][C:9]#[N:10])=[CH:4][CH:3]=1.CO[CH:14](OC)[N:15]([CH3:17])[CH3:16]. Given the product [Br:1][C:2]1[S:6][C:5]([C:7]([C:8](=[CH:14][N:15]([CH3:17])[CH3:16])[C:9]#[N:10])=[O:11])=[CH:4][CH:3]=1, predict the reactants needed to synthesize it. (2) Given the product [CH:1]([C:4]1[C:8]2[CH:9]=[CH:10][C:11]([C:13]([F:14])([F:15])[F:16])=[CH:12][C:7]=2[S:6][C:5]=1[CH2:17][CH2:18][C:19]1[C:23]2[CH:24]=[C:25]([CH3:33])[C:26]([CH2:28][CH2:29][C:30]([OH:32])=[O:31])=[CH:27][C:22]=2[O:21][N:20]=1)([CH3:3])[CH3:2], predict the reactants needed to synthesize it. The reactants are: [CH:1]([C:4]1[C:8]2[CH:9]=[CH:10][C:11]([C:13]([F:16])([F:15])[F:14])=[CH:12][C:7]=2[S:6][C:5]=1[CH2:17][CH2:18][C:19]1[C:23]2[CH:24]=[C:25]([CH3:33])[C:26]([CH:28]=[CH:29][C:30]([OH:32])=[O:31])=[CH:27][C:22]=2[O:21][N:20]=1)([CH3:3])[CH3:2].O.NN. (3) Given the product [CH2:1]([O:8][C:9]([N:11]1[CH:12]2[CH2:13][CH2:14][CH2:15][CH:16]1[C:17](=[O:19])[N:29]([CH2:28][C:27]1[CH:30]=[CH:31][C:24]([F:23])=[CH:25][CH:26]=1)[C:20]2=[O:22])=[O:10])[C:2]1[CH:3]=[CH:4][CH:5]=[CH:6][CH:7]=1, predict the reactants needed to synthesize it. The reactants are: [CH2:1]([O:8][C:9]([N:11]1[CH:16]([C:17]([OH:19])=O)[CH2:15][CH2:14][CH2:13][CH:12]1[C:20]([OH:22])=O)=[O:10])[C:2]1[CH:7]=[CH:6][CH:5]=[CH:4][CH:3]=1.[F:23][C:24]1[CH:31]=[CH:30][C:27]([CH2:28][NH2:29])=[CH:26][CH:25]=1.C(=O)([O-])O.[Na+].